This data is from NCI-60 drug combinations with 297,098 pairs across 59 cell lines. The task is: Regression. Given two drug SMILES strings and cell line genomic features, predict the synergy score measuring deviation from expected non-interaction effect. Cell line: SF-539. Synergy scores: CSS=16.8, Synergy_ZIP=7.26, Synergy_Bliss=5.97, Synergy_Loewe=-37.6, Synergy_HSA=-20.7. Drug 2: CC12CCC3C(C1CCC2OP(=O)(O)O)CCC4=C3C=CC(=C4)OC(=O)N(CCCl)CCCl.[Na+]. Drug 1: CN(C(=O)NC(C=O)C(C(C(CO)O)O)O)N=O.